Dataset: KCNQ2 potassium channel screen with 302,405 compounds. Task: Binary Classification. Given a drug SMILES string, predict its activity (active/inactive) in a high-throughput screening assay against a specified biological target. The drug is O=C1N(C(=O)NC21CCCCCCC2)CC(=O)N1CCc2c(C1)cccc2. The result is 0 (inactive).